This data is from Acute oral toxicity (LD50) regression data from Zhu et al.. The task is: Regression/Classification. Given a drug SMILES string, predict its toxicity properties. Task type varies by dataset: regression for continuous values (e.g., LD50, hERG inhibition percentage) or binary classification for toxic/non-toxic outcomes (e.g., AMES mutagenicity, cardiotoxicity, hepatotoxicity). Dataset: ld50_zhu. (1) The drug is CS(=O)(=O)Nc1ccc([N+](=O)[O-])cc1Oc1ccccc1. The rat oral LD50 is 3.19, given as -log10 of the dose in mol/kg body weight (higher means more acutely toxic). (2) The drug is NCC1CCCC(CN)C1. The rat oral LD50 is 2.21, given as -log10 of the dose in mol/kg body weight (higher means more acutely toxic). (3) The compound is CCC1(c2ccccc2)NC(=O)N(C)C1=O. The rat oral LD50 is 2.41, given as -log10 of the dose in mol/kg body weight (higher means more acutely toxic). (4) The drug is O=C(O)CCC(=O)OCC1COC(C(Cl)(Cl)Cl)O1. The rat oral LD50 is 1.98, given as -log10 of the dose in mol/kg body weight (higher means more acutely toxic). (5) The rat oral LD50 is 3.21, given as -log10 of the dose in mol/kg body weight (higher means more acutely toxic). The drug is COP(=S)(OC)SC(C(=O)OC(C)C)c1ccccc1. (6) The drug is CCC(C(=O)C(C)C(O)C(C)CCc1ccc(C)c(O)c1C(=O)O)C1OC(CC)(C2CCC(O)(CC)C(C)O2)CC1C. The rat oral LD50 is 3.69, given as -log10 of the dose in mol/kg body weight (higher means more acutely toxic).